This data is from Forward reaction prediction with 1.9M reactions from USPTO patents (1976-2016). The task is: Predict the product of the given reaction. (1) Given the reactants [F:1][C:2]1[CH:3]=[C:4]2[C:22](=[O:23])[NH:21][CH2:20][CH2:19][C:6]3=[C:7]([C:11]4[CH:18]=[CH:17][C:14]([CH:15]=O)=[CH:13][CH:12]=4)[NH:8][C:9]([CH:10]=1)=[C:5]23.C1([C:30]2[NH:31]C3C=CC=C4C(=O)NCCC=2C=34)C=CC=CC=1.BrC1NC2C=C(F)C=C3C(=O)NCCC=1C=23.C(C1C=CC(B(O)O)=CC=1)=O.CN, predict the reaction product. The product is: [F:1][C:2]1[CH:3]=[C:4]2[C:22](=[O:23])[NH:21][CH2:20][CH2:19][C:6]3=[C:7]([C:11]4[CH:12]=[CH:13][C:14]([CH2:15][NH:31][CH3:30])=[CH:17][CH:18]=4)[NH:8][C:9]([CH:10]=1)=[C:5]23. (2) The product is: [C:20]([O:19][C:17](=[O:18])[NH:16][CH2:15][CH2:14][C:13]1[O:1][N:2]=[C:3]([CH2:4][CH2:5][CH3:6])[N:7]=1)([CH3:23])([CH3:22])[CH3:21]. Given the reactants [OH:1][NH:2][C:3](=[NH:7])[CH2:4][CH2:5][CH3:6].[H-].[Na+].C(O[C:13](=O)[CH2:14][CH2:15][NH:16][C:17]([O:19][C:20]([CH3:23])([CH3:22])[CH3:21])=[O:18])C.O, predict the reaction product. (3) Given the reactants [Br:1]Br.[CH3:3][O:4][C:5]1[CH:10]=[CH:9][C:8]([C:11]2[S:15][C:14]([C:16]([O:18][CH3:19])=[O:17])=[C:13]([CH3:20])[C:12]=2[CH3:21])=[CH:7][CH:6]=1, predict the reaction product. The product is: [Br:1][C:6]1[CH:7]=[C:8]([C:11]2[S:15][C:14]([C:16]([O:18][CH3:19])=[O:17])=[C:13]([CH3:20])[C:12]=2[CH3:21])[CH:9]=[CH:10][C:5]=1[O:4][CH3:3]. (4) Given the reactants Br[C:2]1[CH:7]=[CH:6][C:5]([C:8]2[CH2:13][O:12][C:11]3[CH:14]=[C:15]([F:18])[CH:16]=[CH:17][C:10]=3[N:9]=2)=[CH:4][CH:3]=1.[CH2:19]([OH:22])[C:20]#[CH:21], predict the reaction product. The product is: [F:18][C:15]1[CH:16]=[CH:17][C:10]2[N:9]=[C:8]([C:5]3[CH:6]=[CH:7][C:2]([C:21]#[C:20][CH2:19][OH:22])=[CH:3][CH:4]=3)[CH2:13][O:12][C:11]=2[CH:14]=1. (5) Given the reactants [NH2:1][C:2]1[CH:7]=[CH:6][CH:5]=[CH:4][CH:3]=1.C1(C)C=CC=CC=1.[Br:15][C:16]1[CH:17]=[CH:18][CH:19]=[C:20]2[C:24]=1[C:23](=O)[CH2:22][CH2:21]2.[BH3-]C#N.[Na+], predict the reaction product. The product is: [Br:15][C:16]1[CH:17]=[CH:18][CH:19]=[C:20]2[C:24]=1[CH:23]([NH:1][C:2]1[CH:7]=[CH:6][CH:5]=[CH:4][CH:3]=1)[CH2:22][CH2:21]2. (6) Given the reactants [NH2:1][C:2]1[N:7]=[C:6]([N:8]2[CH2:17][CH2:16][C:15]3[C:10](=[CH:11][C:12]([C:18]([OH:20])=O)=[CH:13][CH:14]=3)[CH2:9]2)[CH:5]=[C:4]([N:21]2[CH2:26][CH2:25][N:24]([CH3:27])[CH2:23][CH2:22]2)[N:3]=1.[C:28]1([CH:34]2[CH2:38][CH2:37][NH:36][CH2:35]2)[CH:33]=[CH:32][CH:31]=[CH:30][CH:29]=1, predict the reaction product. The product is: [CH3:27][N:24]1[CH2:23][CH2:22][N:21]([C:4]2[CH:5]=[C:6]([N:8]3[CH2:17][CH2:16][C:15]4[C:10](=[CH:11][C:12]([C:18]([N:36]5[CH2:37][CH2:38][CH:34]([C:28]6[CH:33]=[CH:32][CH:31]=[CH:30][CH:29]=6)[CH2:35]5)=[O:20])=[CH:13][CH:14]=4)[CH2:9]3)[N:7]=[C:2]([NH2:1])[N:3]=2)[CH2:26][CH2:25]1. (7) Given the reactants [F:1][C:2]1[CH:7]=[CH:6][C:5]([C:8]2[N:16]3[C:11]([CH:12]=[C:13]([CH2:17][N:18]4[CH:22]=[C:21]([C:23]([OH:30])([C:26]([F:29])([F:28])[F:27])[CH2:24][CH3:25])[N:20]=[N:19]4)[CH:14]=[CH:15]3)=[CH:10][C:9]=2[CH:31]=O)=[CH:4][CH:3]=1.[NH:33]1[CH2:38][CH2:37][O:36][CH2:35][CH2:34]1, predict the reaction product. The product is: [F:29][C:26]([F:27])([F:28])[C:23]([C:21]1[N:20]=[N:19][N:18]([CH2:17][C:13]2[CH:14]=[CH:15][N:16]3[C:11]([CH:12]=2)=[CH:10][C:9]([CH2:31][N:33]2[CH2:38][CH2:37][O:36][CH2:35][CH2:34]2)=[C:8]3[C:5]2[CH:4]=[CH:3][C:2]([F:1])=[CH:7][CH:6]=2)[CH:22]=1)([OH:30])[CH2:24][CH3:25]. (8) Given the reactants [Cl:1][C:2]1[S:6][C:5]([C:7]([NH:9][CH2:10][C:11]2[N:12]=[N:13][N:14]([C:16]3[CH:21]=[CH:20][C:19]([N:22]4[CH:27]=[CH:26][CH:25]=[CH:24][C:23]4=[O:28])=[CH:18][C:17]=3[N:29]3[CH2:34][CH2:33][NH:32][CH2:31][CH2:30]3)[CH:15]=2)=[O:8])=[CH:4][CH:3]=1.N1C=CC=CC=1.[C:41](Cl)(=[O:43])[CH3:42], predict the reaction product. The product is: [C:41]([N:32]1[CH2:33][CH2:34][N:29]([C:17]2[CH:18]=[C:19]([N:22]3[CH:27]=[CH:26][CH:25]=[CH:24][C:23]3=[O:28])[CH:20]=[CH:21][C:16]=2[N:14]2[CH:15]=[C:11]([CH2:10][NH:9][C:7]([C:5]3[S:6][C:2]([Cl:1])=[CH:3][CH:4]=3)=[O:8])[N:12]=[N:13]2)[CH2:30][CH2:31]1)(=[O:43])[CH3:42].